This data is from Forward reaction prediction with 1.9M reactions from USPTO patents (1976-2016). The task is: Predict the product of the given reaction. (1) Given the reactants Cl.[CH3:2][O:3][C:4]1[CH:5]=[C:6]([C:12]2[C:13]([CH3:25])([CH3:24])[C:14](=[O:23])[N:15]([CH:17]3[CH2:22][CH2:21][NH:20][CH2:19][CH2:18]3)[N:16]=2)[CH:7]=[CH:8][C:9]=1[O:10][CH3:11].[CH3:26][O:27][C:28]1[CH:36]=[CH:35][CH:34]=[C:33]([O:37][CH3:38])[C:29]=1[C:30](Cl)=[O:31], predict the reaction product. The product is: [CH3:2][O:3][C:4]1[CH:5]=[C:6]([C:12]2[C:13]([CH3:25])([CH3:24])[C:14](=[O:23])[N:15]([CH:17]3[CH2:22][CH2:21][N:20]([C:30]([C:29]4[C:33]([O:37][CH3:38])=[CH:34][CH:35]=[CH:36][C:28]=4[O:27][CH3:26])=[O:31])[CH2:19][CH2:18]3)[N:16]=2)[CH:7]=[CH:8][C:9]=1[O:10][CH3:11]. (2) Given the reactants Br.Br.[CH2:3]([N:10]1[CH2:15][C@H:14]2[CH2:16][C@@H:11]1[CH2:12][NH:13]2)[C:4]1[CH:9]=[CH:8][CH:7]=[CH:6][CH:5]=1.C([O-])([O-])=O.[K+].[K+].[C:23](O[C:23]([O:25][C:26]([CH3:29])([CH3:28])[CH3:27])=[O:24])([O:25][C:26]([CH3:29])([CH3:28])[CH3:27])=[O:24], predict the reaction product. The product is: [CH2:3]([N:10]1[CH2:15][C@H:14]2[CH2:16][C@@H:11]1[CH2:12][N:13]2[C:23]([O:25][C:26]([CH3:29])([CH3:28])[CH3:27])=[O:24])[C:4]1[CH:5]=[CH:6][CH:7]=[CH:8][CH:9]=1. (3) Given the reactants [CH2:1]([C:8]1[N:13]=[N:12][C:11]([N:14]2[CH2:19][CH2:18][CH:17]([C:20]([OH:22])=O)[CH2:16][CH2:15]2)=[C:10]([CH3:23])[C:9]=1[CH3:24])[C:2]1[CH:7]=[CH:6][CH:5]=[CH:4][CH:3]=1.CCN(C(C)C)C(C)C.CN(C(O[N:42]1N=[N:49][C:44]2C=CC=N[C:43]1=2)=[N+](C)C)C.F[P-](F)(F)(F)(F)F.Cl.NCC#N, predict the reaction product. The product is: [C:43]([CH2:44][NH:49][C:20]([CH:17]1[CH2:16][CH2:15][N:14]([C:11]2[N:12]=[N:13][C:8]([CH2:1][C:2]3[CH:3]=[CH:4][CH:5]=[CH:6][CH:7]=3)=[C:9]([CH3:24])[C:10]=2[CH3:23])[CH2:19][CH2:18]1)=[O:22])#[N:42].